From a dataset of NCI-60 drug combinations with 297,098 pairs across 59 cell lines. Regression. Given two drug SMILES strings and cell line genomic features, predict the synergy score measuring deviation from expected non-interaction effect. (1) Drug 1: CCC1=C2CN3C(=CC4=C(C3=O)COC(=O)C4(CC)O)C2=NC5=C1C=C(C=C5)O. Drug 2: C1=CC=C(C=C1)NC(=O)CCCCCCC(=O)NO. Cell line: OVCAR-5. Synergy scores: CSS=39.4, Synergy_ZIP=-3.79, Synergy_Bliss=-3.81, Synergy_Loewe=-4.30, Synergy_HSA=-1.65. (2) Drug 1: C1CCN(CC1)CCOC2=CC=C(C=C2)C(=O)C3=C(SC4=C3C=CC(=C4)O)C5=CC=C(C=C5)O. Drug 2: CN1CCC(CC1)COC2=C(C=C3C(=C2)N=CN=C3NC4=C(C=C(C=C4)Br)F)OC. Cell line: SK-OV-3. Synergy scores: CSS=8.84, Synergy_ZIP=-4.05, Synergy_Bliss=-0.564, Synergy_Loewe=-10.8, Synergy_HSA=-1.77. (3) Drug 1: CCC1=CC2CC(C3=C(CN(C2)C1)C4=CC=CC=C4N3)(C5=C(C=C6C(=C5)C78CCN9C7C(C=CC9)(C(C(C8N6C)(C(=O)OC)O)OC(=O)C)CC)OC)C(=O)OC.C(C(C(=O)O)O)(C(=O)O)O. Drug 2: C1CC(C1)(C(=O)O)C(=O)O.[NH2-].[NH2-].[Pt+2]. Cell line: CCRF-CEM. Synergy scores: CSS=77.8, Synergy_ZIP=0.434, Synergy_Bliss=1.71, Synergy_Loewe=1.92, Synergy_HSA=4.36. (4) Drug 1: CC(CN1CC(=O)NC(=O)C1)N2CC(=O)NC(=O)C2. Drug 2: C1CNP(=O)(OC1)N(CCCl)CCCl. Cell line: MOLT-4. Synergy scores: CSS=53.4, Synergy_ZIP=2.01, Synergy_Bliss=3.47, Synergy_Loewe=-21.1, Synergy_HSA=2.88. (5) Drug 1: C1=CC(=CC=C1CCCC(=O)O)N(CCCl)CCCl. Drug 2: CC(C)(C#N)C1=CC(=CC(=C1)CN2C=NC=N2)C(C)(C)C#N. Cell line: U251. Synergy scores: CSS=20.2, Synergy_ZIP=-13.4, Synergy_Bliss=-11.7, Synergy_Loewe=-11.1, Synergy_HSA=-11.0. (6) Drug 2: CC1=C(C=C(C=C1)NC2=NC=CC(=N2)N(C)C3=CC4=NN(C(=C4C=C3)C)C)S(=O)(=O)N.Cl. Cell line: LOX IMVI. Drug 1: CC(C1=C(C=CC(=C1Cl)F)Cl)OC2=C(N=CC(=C2)C3=CN(N=C3)C4CCNCC4)N. Synergy scores: CSS=23.3, Synergy_ZIP=0.532, Synergy_Bliss=6.41, Synergy_Loewe=2.19, Synergy_HSA=8.76. (7) Drug 1: CCC1(CC2CC(C3=C(CCN(C2)C1)C4=CC=CC=C4N3)(C5=C(C=C6C(=C5)C78CCN9C7C(C=CC9)(C(C(C8N6C)(C(=O)OC)O)OC(=O)C)CC)OC)C(=O)OC)O. Drug 2: C1=CC(=C(C=C1I)F)NC2=C(C=CC(=C2F)F)C(=O)NOCC(CO)O. Cell line: SK-OV-3. Synergy scores: CSS=30.9, Synergy_ZIP=-1.45, Synergy_Bliss=2.70, Synergy_Loewe=4.17, Synergy_HSA=4.93.